From a dataset of Full USPTO retrosynthesis dataset with 1.9M reactions from patents (1976-2016). Predict the reactants needed to synthesize the given product. Given the product [O:6]1[CH2:7][CH2:8][CH:3]([C:9]([OH:11])=[O:10])[CH2:4][CH2:5]1, predict the reactants needed to synthesize it. The reactants are: C([C:3]1([C:9]([O:11]C)=[O:10])[CH2:8][CH2:7][O:6][CH2:5][CH2:4]1)#N.Cl.